Dataset: Forward reaction prediction with 1.9M reactions from USPTO patents (1976-2016). Task: Predict the product of the given reaction. (1) Given the reactants CCCCCC.C([Li])CCC.[O:12]1[CH2:16][CH2:15][CH:14]([CH2:17][NH:18][C:19]([C:21]2[CH:25]=[C:24]([CH2:26][O:27][CH2:28][C:29]3[CH:34]=[CH:33][CH:32]=[CH:31][C:30]=3[F:35])[O:23][N:22]=2)=[O:20])[CH2:13]1.[I:36]I.Cl, predict the reaction product. The product is: [O:12]1[CH2:16][CH2:15][CH:14]([CH2:17][NH:18][C:19]([C:21]2[C:25]([I:36])=[C:24]([CH2:26][O:27][CH2:28][C:29]3[CH:34]=[CH:33][CH:32]=[CH:31][C:30]=3[F:35])[O:23][N:22]=2)=[O:20])[CH2:13]1. (2) Given the reactants [C:1]1([CH2:7][CH2:8][N:9]2[C:18](=[O:19])[C:17]3[N:16]([CH2:20][CH:21]=[C:22]([CH3:24])[CH3:23])[C:15]([N:25]4[CH2:30][CH2:29][CH2:28][CH:27]([NH:31][C:32]([O:34][C:35]([CH3:38])([CH3:37])[CH3:36])=[O:33])[CH2:26]4)=[N:14][C:13]=3[NH:12][C:10]2=[O:11])[CH:6]=[CH:5][CH:4]=[CH:3][CH:2]=1.[C:39]1(/[CH:45]=[CH:46]/OB(O)O)[CH:44]=[CH:43][CH:42]=[CH:41][CH:40]=1.N1C=CC=CC=1, predict the reaction product. The product is: [C:1]1([CH2:7][CH2:8][N:9]2[C:18](=[O:19])[C:17]3[N:16]([CH2:20][CH:21]=[C:22]([CH3:24])[CH3:23])[C:15]([N:25]4[CH2:30][CH2:29][CH2:28][CH:27]([NH:31][C:32]([O:34][C:35]([CH3:38])([CH3:37])[CH3:36])=[O:33])[CH2:26]4)=[N:14][C:13]=3[N:12](/[CH:46]=[CH:45]/[C:39]3[CH:44]=[CH:43][CH:42]=[CH:41][CH:40]=3)[C:10]2=[O:11])[CH:6]=[CH:5][CH:4]=[CH:3][CH:2]=1.